This data is from Catalyst prediction with 721,799 reactions and 888 catalyst types from USPTO. The task is: Predict which catalyst facilitates the given reaction. (1) Reactant: [Cl:1][C:2]1[CH:3]=[C:4]([CH3:16])[C:5]2[O:10][C@@H:9]([CH:11]([CH3:13])[CH3:12])[C:8](=[O:14])[NH:7][C:6]=2[CH:15]=1.C(=O)([O-])[O-].[K+].[K+].[C:23]([O:27][CH3:28])(=[O:26])[CH:24]=[CH2:25].C(O)(=O)CC(CC(O)=O)(C(O)=O)O. Product: [CH3:28][O:27][C:23](=[O:26])[CH2:24][CH2:25][N:7]1[C:6]2[CH:15]=[C:2]([Cl:1])[CH:3]=[C:4]([CH3:16])[C:5]=2[O:10][C@@H:9]([CH:11]([CH3:13])[CH3:12])[C:8]1=[O:14]. The catalyst class is: 9. (2) Reactant: C(OC(=O)[NH:7][C:8]1([C:12]2[CH:17]=[CH:16][C:15]([C:18]3[C:27]([C:28]4[CH:33]=[CH:32][CH:31]=[CH:30][CH:29]=4)=[CH:26][C:25]4[C:24]5=[N:34][NH:35][CH:36]=[C:23]5[C:22]([CH3:38])([CH3:37])[CH2:21][C:20]=4[N:19]=3)=[CH:14][CH:13]=2)[CH2:11][CH2:10][CH2:9]1)(C)(C)C. Product: [CH3:37][C:22]1([CH3:38])[CH2:21][C:20]2[N:19]=[C:18]([C:15]3[CH:14]=[CH:13][C:12]([C:8]4([NH2:7])[CH2:9][CH2:10][CH2:11]4)=[CH:17][CH:16]=3)[C:27]([C:28]3[CH:33]=[CH:32][CH:31]=[CH:30][CH:29]=3)=[CH:26][C:25]=2[C:24]2=[N:34][NH:35][CH:36]=[C:23]12. The catalyst class is: 67.